This data is from Reaction yield outcomes from USPTO patents with 853,638 reactions. The task is: Predict the reaction yield, written as a fraction of the theoretical maximum amount of product (1.0 means a 100% yield; for example, 0.34 means a 34% yield). (1) The reactants are CC([N:5]([C@@H:9]([CH3:31])[C:10]([NH:12][C@@H:13]([CH2:27][CH:28]([CH3:30])[CH3:29])/[CH:14]=[CH:15]/[C:16]([N:18]1[CH2:26][C:25]2[C:20](=[CH:21][CH:22]=[CH:23][CH:24]=2)[CH2:19]1)=[O:17])=[O:11])C(=O)[O-])(C)C.[C:32]([OH:38])([C:34]([F:37])([F:36])[F:35])=[O:33]. The catalyst is C(Cl)Cl. The product is [F:35][C:34]([F:37])([F:36])[C:32]([OH:38])=[O:33].[CH2:19]1[C:20]2[C:25](=[CH:24][CH:23]=[CH:22][CH:21]=2)[CH2:26][N:18]1[C:16](=[O:17])/[CH:15]=[CH:14]/[C@@H:13]([NH:12][C:10](=[O:11])[C@H:9]([CH3:31])[NH2:5])[CH2:27][CH:28]([CH3:30])[CH3:29]. The yield is 0.810. (2) The reactants are [NH2:1][C:2]1[CH:3]=[C:4]([CH2:8][CH2:9][C:10]2[N:15]=[C:14]([NH:16][C:17](=[O:23])[O:18][C:19]([CH3:22])([CH3:21])[CH3:20])[CH:13]=[CH:12][CH:11]=2)[CH:5]=[CH:6][CH:7]=1.[Cl:24][C:25]1[N:30]=[C:29](Cl)[C:28]([Cl:32])=[CH:27][N:26]=1.C(=O)([O-])[O-].[K+].[K+]. The catalyst is CN(C)C=O. The product is [Cl:24][C:25]1[N:30]=[C:29]([NH:1][C:2]2[CH:3]=[C:4]([CH2:8][CH2:9][C:10]3[N:15]=[C:14]([NH:16][C:17](=[O:23])[O:18][C:19]([CH3:20])([CH3:22])[CH3:21])[CH:13]=[CH:12][CH:11]=3)[CH:5]=[CH:6][CH:7]=2)[C:28]([Cl:32])=[CH:27][N:26]=1. The yield is 0.790. (3) The reactants are [CH:1]1([C:7]2[C:8]3[CH:9]=[CH:10][C:11]([C:24]([O:26]C)=[O:25])=[CH:12][C:13]=3[N:14]3[CH2:23][CH2:22][C:21]4[CH:20]=[CH:19][CH:18]=[CH:17][C:16]=4[C:15]=23)[CH2:6][CH2:5][CH2:4][CH2:3][CH2:2]1.[OH-].[Na+].Cl. The catalyst is O1CCCC1.CO. The product is [CH:1]1([C:7]2[C:8]3[CH:9]=[CH:10][C:11]([C:24]([OH:26])=[O:25])=[CH:12][C:13]=3[N:14]3[CH2:23][CH2:22][C:21]4[CH:20]=[CH:19][CH:18]=[CH:17][C:16]=4[C:15]=23)[CH2:2][CH2:3][CH2:4][CH2:5][CH2:6]1. The yield is 0.923. (4) The reactants are [Cl:1][C:2]1[N:3]=[CH:4][NH:5][CH:6]=1.Cl[C:8]1[CH:13]=[CH:12][C:11]([N+:14]([O-:16])=[O:15])=[CH:10][C:9]=1[O:17][CH3:18].[OH-].[K+].O. The catalyst is CS(C)=O. The product is [Cl:1][C:2]1[N:3]=[CH:4][N:5]([C:8]2[CH:13]=[CH:12][C:11]([N+:14]([O-:16])=[O:15])=[CH:10][C:9]=2[O:17][CH3:18])[CH:6]=1. The yield is 0.420.